From a dataset of Reaction yield outcomes from USPTO patents with 853,638 reactions. Predict the reaction yield, written as a fraction of the theoretical maximum amount of product (1.0 means a 100% yield; for example, 0.34 means a 34% yield). (1) The reactants are [CH3:1][CH:2]([CH3:6])[CH2:3][C:4]#[CH:5].[Li][CH2:8][CH2:9][CH2:10]C.ICCC. The catalyst is C1COCC1. The product is [CH3:1][CH:2]([CH2:3][C:4]#[C:5][CH2:8][CH2:9][CH3:10])[CH3:6]. The yield is 0.890. (2) The reactants are [C:1]1([CH2:7][N:8]([CH2:22][C:23]2[CH:28]=[CH:27][CH:26]=[CH:25][CH:24]=2)[CH:9]2[CH2:14][CH2:13][N:12](C(OC(C)(C)C)=O)[CH2:11][CH2:10]2)[CH:6]=[CH:5][CH:4]=[CH:3][CH:2]=1.C(O)(C(F)(F)F)=O. The catalyst is ClCCl. The product is [C:23]1([CH2:22][N:8]([CH2:7][C:1]2[CH:2]=[CH:3][CH:4]=[CH:5][CH:6]=2)[CH:9]2[CH2:14][CH2:13][NH:12][CH2:11][CH2:10]2)[CH:24]=[CH:25][CH:26]=[CH:27][CH:28]=1. The yield is 1.00. (3) The reactants are [O:1]=[C:2]1[CH2:7][CH2:6][CH:5]([C:8]([OH:10])=O)[CH2:4][CH2:3]1.[CH3:11][CH:12]([N:14]1[CH2:19][CH2:18][NH:17][CH2:16][CH2:15]1)[CH3:13].CN(C(ON1N=NC2C=CC=CC1=2)=[N+](C)C)C.[B-](F)(F)(F)F.CCN(C(C)C)C(C)C. The catalyst is CN(C=O)C. The product is [CH:12]([N:14]1[CH2:19][CH2:18][N:17]([C:8]([CH:5]2[CH2:4][CH2:3][C:2](=[O:1])[CH2:7][CH2:6]2)=[O:10])[CH2:16][CH2:15]1)([CH3:13])[CH3:11]. The yield is 0.530. (4) The reactants are [OH:1][C@@H:2]1[CH2:28][CH2:27][C@@:26]2([CH3:29])[C@H:4]([CH2:5][C@@H:6]([O:35][C:36](=[O:38])[CH3:37])[C@@H:7]3[C@@H:25]2[CH2:24][C@H:23]([O:30][C:31](=[O:33])[CH3:32])[C@@:22]2([CH3:34])[C@H:8]3[CH2:9][CH2:10][C@@H:11]2[C@H:12]([CH3:21])[CH2:13][CH2:14][C:15]([O:17][CH:18]([CH3:20])[CH3:19])=[O:16])[CH2:3]1.[O-]Cl.[Na+]. The catalyst is C(O)(=O)C. The product is [O:1]=[C:2]1[CH2:28][CH2:27][C@@:26]2([CH3:29])[C@H:4]([CH2:5][C@@H:6]([O:35][C:36](=[O:38])[CH3:37])[C@@H:7]3[C@@H:25]2[CH2:24][C@H:23]([O:30][C:31](=[O:33])[CH3:32])[C@@:22]2([CH3:34])[C@H:8]3[CH2:9][CH2:10][C@@H:11]2[C@H:12]([CH3:21])[CH2:13][CH2:14][C:15]([O:17][CH:18]([CH3:20])[CH3:19])=[O:16])[CH2:3]1. The yield is 0.760. (5) The reactants are [Cl:1][C:2]1[CH:13]=[CH:12][C:5]2[NH:6][C:7](=[O:11])[O:8][C:9](=[O:10])[C:4]=2[CH:3]=1.[C:14](=O)([O-])[O-].[Na+].[Na+].CI.O. The catalyst is CN(C)C=O. The product is [Cl:1][C:2]1[CH:13]=[CH:12][C:5]2[N:6]([CH3:14])[C:7](=[O:11])[O:8][C:9](=[O:10])[C:4]=2[CH:3]=1. The yield is 0.790.